Dataset: Peptide-MHC class II binding affinity with 134,281 pairs from IEDB. Task: Regression. Given a peptide amino acid sequence and an MHC pseudo amino acid sequence, predict their binding affinity value. This is MHC class II binding data. The MHC is DRB1_0802 with pseudo-sequence DRB1_0802. The peptide sequence is DKPFQNVNRITYGAC. The binding affinity (normalized) is 0.193.